Dataset: Full USPTO retrosynthesis dataset with 1.9M reactions from patents (1976-2016). Task: Predict the reactants needed to synthesize the given product. (1) Given the product [C:15]([O:14][C:12](=[O:13])[NH:1][CH2:2][C:3]1([C:9](=[O:10])[NH2:11])[CH2:8][CH2:7][O:6][CH2:5][CH2:4]1)([CH3:18])([CH3:17])[CH3:16], predict the reactants needed to synthesize it. The reactants are: [NH2:1][CH2:2][C:3]1([C:9]([NH2:11])=[O:10])[CH2:8][CH2:7][O:6][CH2:5][CH2:4]1.[C:12](O[C:12]([O:14][C:15]([CH3:18])([CH3:17])[CH3:16])=[O:13])([O:14][C:15]([CH3:18])([CH3:17])[CH3:16])=[O:13]. (2) Given the product [Cl:21][C:20]1[CH:19]=[N+:18]([O-:22])[CH:17]=[C:16]([Cl:23])[C:15]=1[CH2:14][C@H:13]([O:12][C:10](=[O:11])[C:9]1[CH:39]=[CH:40][C:41]([O:42][CH2:43][CH:44]2[CH2:46][CH2:45]2)=[C:7]([CH2:6][O:5][C:3](=[O:4])[CH2:2][N:47]2[CH2:52][CH2:51][CH:50]([OH:53])[CH2:49][CH2:48]2)[CH:8]=1)[C:24]1[CH:29]=[CH:28][C:27]([O:30][CH:31]([F:33])[F:32])=[C:26]([O:34][CH2:35][CH:36]2[CH2:37][CH2:38]2)[CH:25]=1, predict the reactants needed to synthesize it. The reactants are: Br[CH2:2][C:3]([O:5][CH2:6][C:7]1[CH:8]=[C:9]([CH:39]=[CH:40][C:41]=1[O:42][CH2:43][CH:44]1[CH2:46][CH2:45]1)[C:10]([O:12][C@H:13]([C:24]1[CH:29]=[CH:28][C:27]([O:30][CH:31]([F:33])[F:32])=[C:26]([O:34][CH2:35][CH:36]2[CH2:38][CH2:37]2)[CH:25]=1)[CH2:14][C:15]1[C:20]([Cl:21])=[CH:19][N+:18]([O-:22])=[CH:17][C:16]=1[Cl:23])=[O:11])=[O:4].[NH:47]1[CH2:52][CH2:51][CH:50]([OH:53])[CH2:49][CH2:48]1.C([O-])([O-])=O.[K+].[K+].